From a dataset of Peptide-MHC class I binding affinity with 185,985 pairs from IEDB/IMGT. Regression. Given a peptide amino acid sequence and an MHC pseudo amino acid sequence, predict their binding affinity value. This is MHC class I binding data. (1) The peptide sequence is FLYLYALIY. The MHC is HLA-A33:01 with pseudo-sequence HLA-A33:01. The binding affinity (normalized) is 0.0950. (2) The MHC is HLA-A31:01 with pseudo-sequence HLA-A31:01. The binding affinity (normalized) is 0.0890. The peptide sequence is MFAVGLLFRR. (3) The peptide sequence is PHDPDFLVL. The MHC is HLA-A02:19 with pseudo-sequence HLA-A02:19. The binding affinity (normalized) is 0.0847. (4) The peptide sequence is KTTKSWLQK. The MHC is HLA-A23:01 with pseudo-sequence HLA-A23:01. The binding affinity (normalized) is 0.0847. (5) The peptide sequence is DCIMTSYQYL. The MHC is HLA-A01:01 with pseudo-sequence HLA-A01:01. The binding affinity (normalized) is 0.237. (6) The peptide sequence is NAYERMCNT. The MHC is HLA-B40:01 with pseudo-sequence HLA-B40:01. The binding affinity (normalized) is 0. (7) The peptide sequence is NAHEGQLVI. The MHC is HLA-A68:02 with pseudo-sequence HLA-A68:02. The binding affinity (normalized) is 0.149. (8) The peptide sequence is VLWEGGHDL. The MHC is HLA-A02:17 with pseudo-sequence HLA-A02:17. The binding affinity (normalized) is 0.435. (9) The peptide sequence is SEINNLNLT. The MHC is HLA-B18:01 with pseudo-sequence HLA-B18:01. The binding affinity (normalized) is 0.169. (10) The peptide sequence is MQLPGGWLL. The MHC is HLA-B57:01 with pseudo-sequence HLA-B57:01. The binding affinity (normalized) is 0.231.